This data is from Forward reaction prediction with 1.9M reactions from USPTO patents (1976-2016). The task is: Predict the product of the given reaction. (1) Given the reactants [OH:1][C:2]1[CH:7]=[CH:6][CH:5]=[C:4]([I:8])[C:3]=1[S:9]([NH2:12])(=[O:11])=[O:10].C(=O)([O-])[O-].[K+].[K+].[CH2:19](I)[CH2:20][CH3:21].O, predict the reaction product. The product is: [I:8][C:4]1[CH:5]=[CH:6][CH:7]=[C:2]([O:1][CH2:19][CH2:20][CH3:21])[C:3]=1[S:9]([NH2:12])(=[O:11])=[O:10]. (2) Given the reactants C[O:2][C:3](=[O:33])[CH2:4][N:5]1[C:13]2[C:8](=[CH:9][C:10]([F:14])=[CH:11][CH:12]=2)[C:7]([CH2:15][C:16]2[C:17]([S:22]([C:25]3[CH:30]=[CH:29][CH:28]=[C:27]([Cl:31])[CH:26]=3)(=[O:24])=[O:23])=[N:18][CH:19]=[CH:20][CH:21]=2)=[C:6]1[CH3:32].[OH-].[Li+], predict the reaction product. The product is: [Cl:31][C:27]1[CH:26]=[C:25]([S:22]([C:17]2[C:16]([CH2:15][C:7]3[C:8]4[C:13](=[CH:12][CH:11]=[C:10]([F:14])[CH:9]=4)[N:5]([CH2:4][C:3]([OH:33])=[O:2])[C:6]=3[CH3:32])=[CH:21][CH:20]=[CH:19][N:18]=2)(=[O:24])=[O:23])[CH:30]=[CH:29][CH:28]=1. (3) Given the reactants [CH2:1]([C:3]1[CH:8]=[CH:7][C:6]([C:9]2[C:10]([O:18][CH2:19][C:20]([F:23])([F:22])[F:21])=[N:11][CH:12]=[C:13]([CH:17]=2)[C:14](O)=[O:15])=[CH:5][CH:4]=1)[CH3:2].[F:24][C:25]([F:34])([F:33])[C:26]1[N:30]=[C:29]([CH2:31][NH2:32])[O:28][N:27]=1, predict the reaction product. The product is: [CH2:1]([C:3]1[CH:4]=[CH:5][C:6]([C:9]2[C:10]([O:18][CH2:19][C:20]([F:23])([F:21])[F:22])=[N:11][CH:12]=[C:13]([CH:17]=2)[C:14]([NH:32][CH2:31][C:29]2[O:28][N:27]=[C:26]([C:25]([F:34])([F:33])[F:24])[N:30]=2)=[O:15])=[CH:7][CH:8]=1)[CH3:2]. (4) Given the reactants FC(F)(F)C(O)=O.C(OC(=O)[NH:14][CH2:15][CH:16]1[CH2:19][N:18]([C:20](=[O:45])[C:21]2[CH:26]=[CH:25][C:24]([S:27]([N:30]3[C:38]4[C:33](=[CH:34][CH:35]=[CH:36][CH:37]=4)[C:32]([C:39]4[CH:44]=[CH:43][CH:42]=[CH:41][CH:40]=4)=[CH:31]3)(=[O:29])=[O:28])=[CH:23][CH:22]=2)[CH2:17]1)(C)(C)C, predict the reaction product. The product is: [NH2:14][CH2:15][CH:16]1[CH2:17][N:18]([C:20]([C:21]2[CH:22]=[CH:23][C:24]([S:27]([N:30]3[C:38]4[C:33](=[CH:34][CH:35]=[CH:36][CH:37]=4)[C:32]([C:39]4[CH:44]=[CH:43][CH:42]=[CH:41][CH:40]=4)=[CH:31]3)(=[O:29])=[O:28])=[CH:25][CH:26]=2)=[O:45])[CH2:19]1. (5) Given the reactants [N:1]1[C:6]2[CH2:7][NH:8][CH2:9][C:5]=2[C:4]([NH:10][C:11]2[CH:12]=[N:13][C:14]3[C:19]([CH:20]=2)=[CH:18][CH:17]=[CH:16][CH:15]=3)=[N:3][CH:2]=1.[F:21][C:22]1[CH:29]=[CH:28][CH:27]=[CH:26][C:23]=1[CH:24]=O.ClCCCl.CO.C(O[BH-](OC(=O)C)OC(=O)C)(=O)C.[Na+], predict the reaction product. The product is: [F:21][C:22]1[CH:29]=[CH:28][CH:27]=[CH:26][C:23]=1[CH2:24][N:8]1[CH2:9][C:5]2[C:4]([NH:10][C:11]3[CH:12]=[N:13][C:14]4[C:19]([CH:20]=3)=[CH:18][CH:17]=[CH:16][CH:15]=4)=[N:3][CH:2]=[N:1][C:6]=2[CH2:7]1.